The task is: Regression. Given two drug SMILES strings and cell line genomic features, predict the synergy score measuring deviation from expected non-interaction effect.. This data is from NCI-60 drug combinations with 297,098 pairs across 59 cell lines. (1) Drug 1: CC1C(C(CC(O1)OC2CC(CC3=C2C(=C4C(=C3O)C(=O)C5=C(C4=O)C(=CC=C5)OC)O)(C(=O)C)O)N)O.Cl. Drug 2: C1CC(C1)(C(=O)O)C(=O)O.[NH2-].[NH2-].[Pt+2]. Cell line: HOP-92. Synergy scores: CSS=50.1, Synergy_ZIP=-6.33, Synergy_Bliss=-4.08, Synergy_Loewe=-1.23, Synergy_HSA=-0.875. (2) Synergy scores: CSS=-1.50, Synergy_ZIP=6.61, Synergy_Bliss=7.27, Synergy_Loewe=2.33, Synergy_HSA=1.56. Cell line: NCIH23. Drug 2: CN(C(=O)NC(C=O)C(C(C(CO)O)O)O)N=O. Drug 1: CN1C(=O)N2C=NC(=C2N=N1)C(=O)N. (3) Cell line: SK-OV-3. Drug 2: CC1CCCC2(C(O2)CC(NC(=O)CC(C(C(=O)C(C1O)C)(C)C)O)C(=CC3=CSC(=N3)C)C)C. Drug 1: C1=CC(=CC=C1CCC2=CNC3=C2C(=O)NC(=N3)N)C(=O)NC(CCC(=O)O)C(=O)O. Synergy scores: CSS=44.7, Synergy_ZIP=2.58, Synergy_Bliss=1.78, Synergy_Loewe=2.30, Synergy_HSA=2.49. (4) Drug 1: C1=CC(=C2C(=C1NCCNCCO)C(=O)C3=C(C=CC(=C3C2=O)O)O)NCCNCCO. Drug 2: CN1C2=C(C=C(C=C2)N(CCCl)CCCl)N=C1CCCC(=O)O.Cl. Cell line: IGROV1. Synergy scores: CSS=26.0, Synergy_ZIP=-12.8, Synergy_Bliss=-8.64, Synergy_Loewe=-62.4, Synergy_HSA=-7.06.